Predict the reactants needed to synthesize the given product. From a dataset of Full USPTO retrosynthesis dataset with 1.9M reactions from patents (1976-2016). (1) Given the product [Cl:32][CH2:33][C:34]([NH:36][C:37]1[CH:42]=[CH:41][C:40]([CH:43]=[O:44])=[CH:39][CH:38]=1)=[O:35], predict the reactants needed to synthesize it. The reactants are: N[C@@H](CCCCNC(=O)COCC1C=CC=CC=1)C(NC1C=CC=C2C=1N=CC=C2)=O.[Cl:32][CH2:33][C:34]([NH:36][C:37]1[CH:42]=[CH:41][C:40]([CH2:43][OH:44])=[CH:39][CH:38]=1)=[O:35]. (2) Given the product [CH2:1]([O:3][C:4](=[O:17])[CH2:5][O:6][C:7]1[CH:8]=[CH:9][C:10]([SH:13])=[CH:11][CH:12]=1)[CH3:2], predict the reactants needed to synthesize it. The reactants are: [CH2:1]([O:3][C:4](=[O:17])[CH2:5][O:6][C:7]1[CH:12]=[CH:11][C:10]([S:13](Cl)(=O)=O)=[CH:9][CH:8]=1)[CH3:2].[Sn].Cl.C(Cl)Cl. (3) Given the product [CH2:1]([O:3][C:4]1[C:13]2[C:8](=[C:9]([O:14][CH3:15])[CH:10]=[CH:11][CH:12]=2)[CH:7]=[C:6]([CH2:16][OH:17])[CH:5]=1)[CH3:2], predict the reactants needed to synthesize it. The reactants are: [CH2:1]([O:3][C:4]1[C:13]2[C:8](=[C:9]([O:14][CH3:15])[CH:10]=[CH:11][CH:12]=2)[CH:7]=[C:6]([C:16](OCC)=[O:17])[CH:5]=1)[CH3:2].CCOCC.CC(C[AlH]CC(C)C)C. (4) Given the product [CH2:16]([C@@:9]1([CH2:14][CH3:15])[NH:8][C@@H:7]([C:20]2[CH:21]=[CH:22][CH:23]=[CH:24][CH:25]=2)[C:6]2[CH:26]=[C:27]([O:28][CH3:29])[C:3]([CH2:2][P:30](=[O:37])([O:34][CH2:35][CH3:36])[O:31][CH2:32][CH3:33])=[CH:4][C:5]=2[S:11](=[O:12])(=[O:13])[CH2:10]1)[CH2:17][CH2:18][CH3:19], predict the reactants needed to synthesize it. The reactants are: Br[CH2:2][C:3]1[C:27]([O:28][CH3:29])=[CH:26][C:6]2[C@H:7]([C:20]3[CH:25]=[CH:24][CH:23]=[CH:22][CH:21]=3)[NH:8][C@@:9]([CH2:16][CH2:17][CH2:18][CH3:19])([CH2:14][CH3:15])[CH2:10][S:11](=[O:13])(=[O:12])[C:5]=2[CH:4]=1.[P:30]([O:37]CC)([O:34][CH2:35][CH3:36])[O:31][CH2:32][CH3:33]. (5) Given the product [Cl:16][C:14]1[N:13]=[C:12]([NH2:17])[N:11]=[C:10]([N:2]([CH3:1])[C:3]2[CH:8]=[CH:7][CH:6]=[CH:5][CH:4]=2)[CH:15]=1, predict the reactants needed to synthesize it. The reactants are: [CH3:1][NH:2][C:3]1[CH:8]=[CH:7][CH:6]=[CH:5][CH:4]=1.Cl[C:10]1[CH:15]=[C:14]([Cl:16])[N:13]=[C:12]([NH2:17])[N:11]=1.Cl. (6) Given the product [Cl:28][C:12]1[C:20]2[C:15](=[N:16][C:17]([CH3:23])=[C:18]([Cl:22])[C:19]=2[CH3:21])[S:14][C:13]=1[C:24]([O:26][CH3:27])=[O:25], predict the reactants needed to synthesize it. The reactants are: C(#N)C.N(OC(C)(C)C)=O.N[C:12]1[C:20]2[C:15](=[N:16][C:17]([CH3:23])=[C:18]([Cl:22])[C:19]=2[CH3:21])[S:14][C:13]=1[C:24]([O:26][CH3:27])=[O:25].[ClH:28]. (7) Given the product [F:1][C:2]1[CH:3]=[CH:4][C:5]([CH2:8][C:9]2[CH:18]=[C:17]3[C:12]([C:13]([OH:34])=[C:14]([C:29]([NH:35][CH2:36][CH2:37][CH2:38][CH2:39][OH:40])=[O:30])[C:15](=[O:28])[N:16]3[CH2:19][CH2:20][N:21]3[CH2:26][CH2:25][CH2:24][CH2:23][C:22]3=[O:27])=[N:11][CH:10]=2)=[CH:6][CH:7]=1, predict the reactants needed to synthesize it. The reactants are: [F:1][C:2]1[CH:7]=[CH:6][C:5]([CH2:8][C:9]2[CH:18]=[C:17]3[C:12]([C:13]([OH:34])=[C:14]([C:29](OCC)=[O:30])[C:15](=[O:28])[N:16]3[CH2:19][CH2:20][N:21]3[CH2:26][CH2:25][CH2:24][CH2:23][C:22]3=[O:27])=[N:11][CH:10]=2)=[CH:4][CH:3]=1.[NH2:35][CH2:36][CH2:37][CH2:38][CH2:39][OH:40].